Dataset: Full USPTO retrosynthesis dataset with 1.9M reactions from patents (1976-2016). Task: Predict the reactants needed to synthesize the given product. (1) Given the product [C:1]([O:5][C:6](=[O:20])[C:7]([CH3:8])([S:9][C:10]1[CH:11]=[CH:12][C:13]([C:14]([O:16][CH2:40][C:38]2[N:37]=[N:36][N:35]([CH2:34][C:33]3[CH:42]=[CH:43][C:30]([C:23]([O:28][CH3:29])([C:22]([F:44])([F:21])[F:45])[C:24]([F:25])([F:26])[F:27])=[CH:31][CH:32]=3)[CH:39]=2)=[O:15])=[CH:17][CH:18]=1)[CH3:19])([CH3:2])([CH3:3])[CH3:4], predict the reactants needed to synthesize it. The reactants are: [C:1]([O:5][C:6](=[O:20])[C:7]([CH3:19])([S:9][C:10]1[CH:18]=[CH:17][C:13]([C:14]([OH:16])=[O:15])=[CH:12][CH:11]=1)[CH3:8])([CH3:4])([CH3:3])[CH3:2].[F:21][C:22]([F:45])([F:44])[C:23]([C:30]1[CH:43]=[CH:42][C:33]([CH2:34][N:35]2[CH:39]=[C:38]([CH2:40]O)[N:37]=[N:36]2)=[CH:32][CH:31]=1)([O:28][CH3:29])[C:24]([F:27])([F:26])[F:25].C1(N=C=NC2CCCCC2)CCCCC1. (2) Given the product [C:1]1(/[CH:7]=[CH:8]\[CH2:9][CH2:10][CH:11]2[CH2:14][O:12]2)[CH:6]=[CH:5][CH:4]=[CH:3][CH:2]=1, predict the reactants needed to synthesize it. The reactants are: [C:1]1(/[CH:7]=[CH:8]\[CH2:9][CH2:10][CH:11]=[O:12])[CH:6]=[CH:5][CH:4]=[CH:3][CH:2]=1.Br[CH2:14]Br.[NH4+].[Cl-]. (3) Given the product [Cl:1][C:2]1[S:6][C:5]([C:7]([NH:9][CH2:10][C@@H:11]2[O:15][C:14](=[O:16])[N:13]([C:17]3[CH:18]=[CH:19][C:20]([N:23]4[CH2:28][CH2:27][O:26][CH2:25][C:24]4=[O:29])=[CH:21][CH:22]=3)[CH2:12]2)=[O:8])=[CH:4][CH:3]=1, predict the reactants needed to synthesize it. The reactants are: [Cl:1][C:2]1[S:6][C:5]([C:7]([N:9](C(CC(C)(C)C)(C)C)[CH2:10][C@@H:11]2[O:15][C:14](=[O:16])[N:13]([C:17]3[CH:22]=[CH:21][C:20]([N:23]4[CH2:28][CH2:27][O:26][CH2:25][C:24]4=[O:29])=[CH:19][CH:18]=3)[CH2:12]2)=[O:8])=[CH:4][CH:3]=1.Cl. (4) The reactants are: Cl[C:2]1[C:12]2[CH:11]=[C:10]([C:13]([O:15][CH3:16])=[O:14])[CH2:9][CH2:8][NH:7][C:6]=2[N:5]=[CH:4][N:3]=1.[Cl:17][C:18]1[CH:19]=[C:20]([CH:22]=[CH:23][C:24]=1[O:25][C:26]1[CH:31]=[CH:30][CH:29]=[C:28]([S:32]([CH2:35][CH:36]([CH3:38])[CH3:37])(=[O:34])=[O:33])[CH:27]=1)[NH2:21].[Cl-].[NH+]1C=CC=CC=1. Given the product [Cl:17][C:18]1[CH:19]=[C:20]([NH:21][C:2]2[C:12]3[CH:11]=[C:10]([C:13]([O:15][CH3:16])=[O:14])[CH2:9][CH2:8][NH:7][C:6]=3[N:5]=[CH:4][N:3]=2)[CH:22]=[CH:23][C:24]=1[O:25][C:26]1[CH:31]=[CH:30][CH:29]=[C:28]([S:32]([CH2:35][CH:36]([CH3:37])[CH3:38])(=[O:33])=[O:34])[CH:27]=1, predict the reactants needed to synthesize it.